Predict the product of the given reaction. From a dataset of Forward reaction prediction with 1.9M reactions from USPTO patents (1976-2016). (1) Given the reactants [CH3:1][O:2][CH2:3]Cl.C(N(C(C)C)C(C)C)C.[CH2:14]=[C:15]([CH2:18][CH3:19])[CH2:16][OH:17], predict the reaction product. The product is: [CH3:1][O:2][CH2:3][O:17][CH2:16][C:15]([CH2:18][CH3:19])=[CH2:14]. (2) Given the reactants [C:1]([O:5][C:6]([NH:8][S:9]([N:12]([CH3:51])[CH2:13][CH2:14][N:15]1[CH2:19][CH2:18][CH2:17][CH:16]1[CH2:20][O:21][C@H:22]1[CH2:29][N:28]2[C:30]3[CH:31]=[C:32]([C:43]([O:45]C)=[O:44])[CH:33]=[CH:34][C:35]=3[C:36]([CH:37]3[CH2:42][CH2:41][CH2:40][CH2:39][CH2:38]3)=[C:27]2[C:26]2[CH:47]=[CH:48][CH:49]=[CH:50][C:25]=2[O:24][CH2:23]1)(=[O:11])=[O:10])=[O:7])([CH3:4])([CH3:3])[CH3:2].[OH-].[Na+].Cl, predict the reaction product. The product is: [C:1]([O:5][C:6]([NH:8][S:9]([N:12]([CH3:51])[CH2:13][CH2:14][N:15]1[CH2:19][CH2:18][CH2:17][CH:16]1[CH2:20][O:21][C@H:22]1[CH2:29][N:28]2[C:30]3[CH:31]=[C:32]([C:43]([OH:45])=[O:44])[CH:33]=[CH:34][C:35]=3[C:36]([CH:37]3[CH2:42][CH2:41][CH2:40][CH2:39][CH2:38]3)=[C:27]2[C:26]2[CH:47]=[CH:48][CH:49]=[CH:50][C:25]=2[O:24][CH2:23]1)(=[O:11])=[O:10])=[O:7])([CH3:4])([CH3:3])[CH3:2]. (3) Given the reactants O[C:2]1[N:7]2[N:8]=[CH:9][CH:10]=[C:6]2[N:5]=[C:4]([C:11]([O:13][CH2:14][CH3:15])=[O:12])[CH:3]=1.P(Cl)(Cl)([Cl:18])=O.CN(C)C1C=CC=CC=1, predict the reaction product. The product is: [Cl:18][C:2]1[N:7]2[N:8]=[CH:9][CH:10]=[C:6]2[N:5]=[C:4]([C:11]([O:13][CH2:14][CH3:15])=[O:12])[CH:3]=1. (4) Given the reactants [C:1]([C:3]1[CH:4]=[C:5]([NH:9][C:10]([N:12]2[CH2:17][CH2:16][N:15]([C:18](=[O:26])[C:19]3[CH:24]=[CH:23][CH:22]=[C:21]([F:25])[CH:20]=3)[CH2:14][CH2:13]2)=[O:11])[CH:6]=[CH:7][CH:8]=1)#[N:2].C([O-])([O-])=[O:28].[K+].[K+].C(N)(N)=O.OO, predict the reaction product. The product is: [C:1]([C:3]1[CH:4]=[C:5]([NH:9][C:10]([N:12]2[CH2:13][CH2:14][N:15]([C:18](=[O:26])[C:19]3[CH:24]=[CH:23][CH:22]=[C:21]([F:25])[CH:20]=3)[CH2:16][CH2:17]2)=[O:11])[CH:6]=[CH:7][CH:8]=1)(=[O:28])[NH2:2]. (5) Given the reactants [Br:1][C:2]1[CH:3]=[C:4]([O:10][CH3:11])[C:5]([NH:8][NH2:9])=[N:6][CH:7]=1.[CH3:12][C:13](OC(C)=O)=[O:14], predict the reaction product. The product is: [Br:1][C:2]1[CH:3]=[C:4]([O:10][CH3:11])[C:5]([NH:8][NH:9][C:13](=[O:14])[CH3:12])=[N:6][CH:7]=1. (6) Given the reactants [CH2:1]([O:8][C:9]1[CH:10]=[C:11]([CH:13]=[CH:14][CH:15]=1)[NH2:12])[C:2]1[CH:7]=[CH:6][CH:5]=[CH:4][CH:3]=1.[F:16][C:17]1[CH:22]=[CH:21][C:20]([N:23]=[C:24]=[O:25])=[CH:19][CH:18]=1.CO.C(Cl)Cl, predict the reaction product. The product is: [CH2:1]([O:8][C:9]1[CH:10]=[C:11]([NH:12][C:24]([NH:23][C:20]2[CH:21]=[CH:22][C:17]([F:16])=[CH:18][CH:19]=2)=[O:25])[CH:13]=[CH:14][CH:15]=1)[C:2]1[CH:3]=[CH:4][CH:5]=[CH:6][CH:7]=1. (7) Given the reactants [CH3:1][O:2][C:3]1[CH:4]=[C:5]([S:11]([N:14]2[CH2:19][C@H:18]([CH3:20])[NH:17][C@H:16]([CH3:21])[CH2:15]2)(=[O:13])=[O:12])[CH:6]=[CH:7][C:8]=1[O:9][CH3:10].[CH3:22][O:23][C:24]1[CH:29]=[CH:28][C:27]([S:30](Cl)(=[O:32])=[O:31])=[CH:26][C:25]=1[O:34][C:35]([F:38])([F:37])[F:36], predict the reaction product. The product is: [CH3:1][O:2][C:3]1[CH:4]=[C:5]([S:11]([N:14]2[CH2:15][C@@H:16]([CH3:21])[N:17]([S:30]([C:27]3[CH:28]=[CH:29][C:24]([O:23][CH3:22])=[C:25]([O:34][C:35]([F:36])([F:37])[F:38])[CH:26]=3)(=[O:32])=[O:31])[C@@H:18]([CH3:20])[CH2:19]2)(=[O:13])=[O:12])[CH:6]=[CH:7][C:8]=1[O:9][CH3:10].